This data is from Forward reaction prediction with 1.9M reactions from USPTO patents (1976-2016). The task is: Predict the product of the given reaction. (1) Given the reactants [Cl:1][CH2:2][CH2:3][CH2:4][CH2:5][CH2:6][CH2:7][O:8][CH2:9][CH2:10][O:11][CH2:12][CH2:13][NH2:14].C(N(CC)CC)C.[C:22]12([N:32]=[C:33]=[O:34])[CH2:31][CH:26]3[CH2:27][CH:28]([CH2:30][CH:24]([CH2:25]3)[CH2:23]1)[CH2:29]2, predict the reaction product. The product is: [CH2:25]1[CH:24]2[CH2:23][C:22]3([NH:32][C:33]([NH:14][CH2:13][CH2:12][O:11][CH2:10][CH2:9][O:8][CH2:7][CH2:6][CH2:5][CH2:4][CH2:3][CH2:2][Cl:1])=[O:34])[CH2:29][CH:28]([CH2:30]2)[CH2:27][CH:26]1[CH2:31]3. (2) Given the reactants [N+:1]([C:4]1[CH:5]=[C:6]([CH:10]=[CH:11][C:12]=1[N+:13]([O-:15])=[O:14])[C:7]([OH:9])=O)([O-:3])=[O:2].S(Cl)(Cl)=O.[F:20][C:21]([F:29])([F:28])[C:22]1[N:23]=[C:24]([NH2:27])[S:25][CH:26]=1, predict the reaction product. The product is: [N+:1]([C:4]1[CH:5]=[C:6]([CH:10]=[CH:11][C:12]=1[N+:13]([O-:15])=[O:14])[C:7]([NH:27][C:24]1[S:25][CH:26]=[C:22]([C:21]([F:29])([F:28])[F:20])[N:23]=1)=[O:9])([O-:3])=[O:2]. (3) Given the reactants [Cl:1][C:2]1[C:11]([N+:12]([O-])=O)=[CH:10][C:5]([C:6]([O:8][CH3:9])=[O:7])=[CH:4][N:3]=1.O.Cl, predict the reaction product. The product is: [NH2:12][C:11]1[C:2]([Cl:1])=[N:3][CH:4]=[C:5]([CH:10]=1)[C:6]([O:8][CH3:9])=[O:7]. (4) Given the reactants C(OC([N:8]1[CH2:13][CH2:12][CH:11]([NH:14][C:15](=[O:44])[C:16]2[CH:21]=[CH:20][C:19]([NH:22][C:23]3[N:24]=[CH:25][C:26]4[N:32]([CH3:33])[C:31](=[O:34])[C:30]([F:36])([F:35])[CH2:29][N:28]([CH:37]5[CH2:41][CH2:40][CH2:39][CH2:38]5)[C:27]=4[N:42]=3)=[C:18]([F:43])[CH:17]=2)[CH2:10][CH2:9]1)=O)(C)(C)C.FC(F)(F)C(O)=O, predict the reaction product. The product is: [CH:37]1([N:28]2[CH2:29][C:30]([F:36])([F:35])[C:31](=[O:34])[N:32]([CH3:33])[C:26]3[CH:25]=[N:24][C:23]([NH:22][C:19]4[CH:20]=[CH:21][C:16]([C:15]([NH:14][CH:11]5[CH2:12][CH2:13][NH:8][CH2:9][CH2:10]5)=[O:44])=[CH:17][C:18]=4[F:43])=[N:42][C:27]2=3)[CH2:38][CH2:39][CH2:40][CH2:41]1. (5) Given the reactants F[C:2]1[CH:18]=[C:17]([F:19])[CH:16]=[CH:15][C:3]=1[C:4]([CH:6]1[CH2:11][CH2:10][N:9]([C:12](=[O:14])[CH3:13])[CH2:8][CH2:7]1)=O.O.[NH2:21][NH2:22], predict the reaction product. The product is: [F:19][C:17]1[CH:18]=[C:2]2[C:3]([C:4]([CH:6]3[CH2:11][CH2:10][N:9]([C:12](=[O:14])[CH3:13])[CH2:8][CH2:7]3)=[N:21][NH:22]2)=[CH:15][CH:16]=1. (6) Given the reactants [CH3:1][O:2][C:3]1[C:4]([CH3:26])=[C:5]([C:17]([O:24][CH3:25])=[C:18]([O:22][CH3:23])[C:19]=1[O:20][CH3:21])[CH2:6][C:7]1[CH:8]=[CH:9][C:10]([OH:16])=[C:11]([CH:15]=1)[C:12]([OH:14])=[O:13].O.[C:28](OC(=O)C)(=[O:30])[CH3:29], predict the reaction product. The product is: [CH3:1][O:2][C:3]1[C:4]([CH3:26])=[C:5]([C:17]([O:24][CH3:25])=[C:18]([O:22][CH3:23])[C:19]=1[O:20][CH3:21])[CH2:6][C:7]1[CH:8]=[CH:9][C:10]([O:16][C:28](=[O:30])[CH3:29])=[C:11]([CH:15]=1)[C:12]([OH:14])=[O:13]. (7) Given the reactants [OH:1][CH2:2][C@@H:3]1[NH:8][C:7](=O)[C@@H:6]([CH3:10])[NH:5][C:4]1=O.B.C1COCC1.[ClH:18], predict the reaction product. The product is: [ClH:18].[CH3:10][C@@H:6]1[CH2:7][NH:8][C@@H:3]([CH2:2][OH:1])[CH2:4][NH:5]1.